From a dataset of Forward reaction prediction with 1.9M reactions from USPTO patents (1976-2016). Predict the product of the given reaction. (1) The product is: [ClH:24].[CH3:23][N:2]([CH3:1])[CH2:3][CH2:4][C:5]1[CH:6]=[C:7]([CH:8]=[C:9]([C:11]([F:12])([F:14])[F:13])[CH:10]=1)[NH2:15]. Given the reactants [CH3:1][N:2]([CH3:23])[CH2:3][CH2:4][C:5]1[CH:6]=[C:7]([NH:15]C(=O)OC(C)(C)C)[CH:8]=[C:9]([C:11]([F:14])([F:13])[F:12])[CH:10]=1.[ClH:24].C(OCC)C, predict the reaction product. (2) The product is: [CH3:11][CH2:8][CH2:9][CH3:10].[CH2:20]([Li:24])[CH2:21][CH2:22][CH3:23]. Given the reactants CC.C([Zn]CC)C.[CH:8]1([C:11]#C)[CH2:10][CH2:9]1.C1(C)C=CC=CC=1.[CH2:20]([Li:24])[CH2:21][CH2:22][CH3:23].NC1C=CC(Cl)=CC=1C(=O)C(F)(F)F, predict the reaction product. (3) Given the reactants [CH3:1][C:2]1[C:6]([C:7]2[CH:16]=[C:15]3[C:10]([C:11]([NH:18][CH:19]([CH3:23])[CH2:20][O:21][CH3:22])=[C:12]([NH2:17])[CH:13]=[N:14]3)=[CH:9][C:8]=2[O:24][CH3:25])=[C:5]([CH3:26])[O:4][N:3]=1.N1C=CC=CC=1.[O:33]1[CH2:38][CH2:37][CH:36]([C:39](Cl)=[O:40])[CH2:35][CH2:34]1, predict the reaction product. The product is: [CH3:1][C:2]1[C:6]([C:7]2[CH:16]=[C:15]3[C:10]([C:11]([NH:18][CH:19]([CH3:23])[CH2:20][O:21][CH3:22])=[C:12]([NH:17][C:39]([CH:36]4[CH2:37][CH2:38][O:33][CH2:34][CH2:35]4)=[O:40])[CH:13]=[N:14]3)=[CH:9][C:8]=2[O:24][CH3:25])=[C:5]([CH3:26])[O:4][N:3]=1. (4) Given the reactants [F:1][C:2]1[CH:37]=[CH:36][C:5]([CH2:6][NH:7][C:8]([C:10]2[N:11]=[C:12]3[C:17]4([CH2:21][CH2:20][N:19](C(OCC5C=CC=CC=5)=O)[CH2:18]4)[O:16][CH2:15][CH2:14][N:13]3[C:32](=[O:35])[C:33]=2[OH:34])=[O:9])=[C:4]([N:38]2[C:42]([CH3:43])=[N:41][CH:40]=[N:39]2)[CH:3]=1.Br.Br.CC(O)=O, predict the reaction product. The product is: [F:1][C:2]1[CH:37]=[CH:36][C:5]([CH2:6][NH:7][C:8]([C:10]2[N:11]=[C:12]3[C:17]4([CH2:21][CH2:20][NH:19][CH2:18]4)[O:16][CH2:15][CH2:14][N:13]3[C:32](=[O:35])[C:33]=2[OH:34])=[O:9])=[C:4]([N:38]2[C:42]([CH3:43])=[N:41][CH:40]=[N:39]2)[CH:3]=1.